From a dataset of Catalyst prediction with 721,799 reactions and 888 catalyst types from USPTO. Predict which catalyst facilitates the given reaction. Reactant: [CH2:1]([O:3][C:4](=[O:21])[CH2:5][O:6][C:7]1[C:15]2[C:10](=[N+:11]([O-])[CH:12]=[CH:13][CH:14]=2)[S:9][C:8]=1[C:17]([O:19][CH3:20])=[O:18])[CH3:2].P(Cl)(Cl)([Cl:24])=O. Product: [Cl:24][C:12]1[N:11]=[C:10]2[S:9][C:8]([C:17]([O:19][CH3:20])=[O:18])=[C:7]([O:6][CH2:5][C:4]([O:3][CH2:1][CH3:2])=[O:21])[C:15]2=[CH:14][CH:13]=1. The catalyst class is: 11.